Dataset: Peptide-MHC class I binding affinity with 185,985 pairs from IEDB/IMGT. Task: Regression. Given a peptide amino acid sequence and an MHC pseudo amino acid sequence, predict their binding affinity value. This is MHC class I binding data. (1) The peptide sequence is GLYNFATCGL. The MHC is HLA-A02:06 with pseudo-sequence HLA-A02:06. The binding affinity (normalized) is 0.502. (2) The peptide sequence is TVIALFLAH. The MHC is HLA-A26:01 with pseudo-sequence HLA-A26:01. The binding affinity (normalized) is 0.130. (3) The peptide sequence is SVANGVPVH. The MHC is HLA-A31:01 with pseudo-sequence HLA-A31:01. The binding affinity (normalized) is 0.0461.